From a dataset of Catalyst prediction with 721,799 reactions and 888 catalyst types from USPTO. Predict which catalyst facilitates the given reaction. (1) Reactant: [CH2:1]([O:3][C:4](=[O:11])[CH2:5][C:6](=[O:10])[CH2:7][CH2:8][CH3:9])[CH3:2].Cl([O-])(=O)(=O)=O.[Mg+2].Cl([O-])(=O)(=O)=O.[Br:23]N1C(=O)CCC1=O. Product: [CH2:1]([O:3][C:4](=[O:11])[CH:5]([Br:23])[C:6](=[O:10])[CH2:7][CH2:8][CH3:9])[CH3:2]. The catalyst class is: 698. (2) Reactant: [NH2:1][C@@H:2]1[O:10][C@H:9]([CH2:11][OH:12])[C@H:7]([OH:8])[C@H:5]([OH:6])[C@H:3]1[OH:4].[NH:13](C(OCC1C2C(=CC=CC=2)C2C1=CC=CC=2)=O)[C@H:14]([C:27](OC1C(F)=C(F)C(F)=C(F)C=1F)=[O:28])[CH2:15][CH2:16][CH2:17][CH2:18][NH:19]C(OC(C)(C)C)=O.[C:58]([OH:82])(=O)[CH2:59][CH2:60][CH2:61][CH2:62][CH2:63][CH2:64][CH2:65][CH2:66][C:67]#[C:68][C:69]#[C:70][CH2:71][CH2:72][CH2:73][CH2:74][CH2:75][CH2:76][CH2:77][CH2:78][CH2:79][CH3:80].C(N=C=NCCCN(C)C)C. Product: [C:58]([O:12][CH2:11][CH:9]1[CH:7]([OH:8])[CH:5]([OH:6])[CH:3]([OH:4])[CH:2]([NH:1][C:27](=[O:28])[CH:14]([NH2:13])[CH2:15][CH2:16][CH2:17][CH2:18][NH2:19])[O:10]1)(=[O:82])[CH2:59][CH2:60][CH2:61][CH2:62][CH2:63][CH2:64][CH2:65][CH2:66][C:67]#[C:68][C:69]#[C:70][CH2:71][CH2:72][CH2:73][CH2:74][CH2:75][CH2:76][CH2:77][CH2:78][CH2:79][CH3:80]. The catalyst class is: 9. (3) Reactant: [C:1]1([C:7]2[CH:8]=[C:9]([CH:12]=[C:13]3[S:17]C(=S)N[C:14]3=[O:19])[S:10][CH:11]=2)[CH:6]=[CH:5][CH:4]=[CH:3][CH:2]=1.[OH-:20].[Na+]. Product: [C:1]1([C:7]2[CH:8]=[C:9]([CH2:12][C:13](=[S:17])[C:14]([OH:19])=[O:20])[S:10][CH:11]=2)[CH:2]=[CH:3][CH:4]=[CH:5][CH:6]=1. The catalyst class is: 6. (4) Reactant: N1(O[P+](N(C)C)(N(C)C)N(C)C)C2C=CC=CC=2N=N1.F[P-](F)(F)(F)(F)F.[CH3:28][C:29]1[CH:33]=[CH:32][O:31][C:30]=1[C:34]([OH:36])=O.C(N(C(C)C)CC)(C)C.[CH3:46][O:47][C:48]1[CH:49]=[C:50]([NH:58][C:59]2[N:60]=[CH:61][C:62]3[CH2:68][NH:67][CH2:66][CH2:65][C:63]=3[N:64]=2)[CH:51]=[C:52]([O:56][CH3:57])[C:53]=1[O:54][CH3:55]. Product: [CH3:28][C:29]1[CH:33]=[CH:32][O:31][C:30]=1[C:34]([N:67]1[CH2:66][CH2:65][C:63]2[N:64]=[C:59]([NH:58][C:50]3[CH:49]=[C:48]([O:47][CH3:46])[C:53]([O:54][CH3:55])=[C:52]([O:56][CH3:57])[CH:51]=3)[N:60]=[CH:61][C:62]=2[CH2:68]1)=[O:36]. The catalyst class is: 31. (5) Reactant: [C:1]([O:5][C:6]([N:8]1[CH2:13][CH2:12][CH:11]([O:14][C:15]2[CH:20]=[CH:19][C:18]([NH:21][CH2:22]/[CH:23]=[CH:24]/[C:25]3[CH:26]=[C:27]([CH:30]=[CH:31][CH:32]=3)[C:28]#[N:29])=[CH:17][CH:16]=2)[CH2:10][CH2:9]1)=[O:7])([CH3:4])([CH3:3])[CH3:2].C(=O)([O-])[O-].[K+].[K+].Br[CH2:40][C:41]([O:43][CH2:44][CH3:45])=[O:42].O. Product: [C:1]([O:5][C:6]([N:8]1[CH2:13][CH2:12][CH:11]([O:14][C:15]2[CH:20]=[CH:19][C:18]([N:21]([CH2:40][C:41]([O:43][CH2:44][CH3:45])=[O:42])[CH2:22]/[CH:23]=[CH:24]/[C:25]3[CH:32]=[CH:31][CH:30]=[C:27]([C:28]#[N:29])[CH:26]=3)=[CH:17][CH:16]=2)[CH2:10][CH2:9]1)=[O:7])([CH3:4])([CH3:2])[CH3:3]. The catalyst class is: 9. (6) Reactant: [C:1]1([CH3:15])[CH:6]=[CH:5][CH:4]=[CH:3][C:2]=1[CH:7]1[CH2:13][CH:12]2[NH:14][CH:9]([CH2:10][CH2:11]2)[CH2:8]1.CCN(CC)CC.[Cl:23][CH2:24][C:25](Cl)=[O:26]. Product: [Cl:23][CH2:24][C:25]([N:14]1[CH:12]2[CH2:11][CH2:10][CH:9]1[CH2:8][CH:7]([C:2]1[CH:3]=[CH:4][CH:5]=[CH:6][C:1]=1[CH3:15])[CH2:13]2)=[O:26]. The catalyst class is: 1. (7) Reactant: [Cl:1][C:2]1[CH:7]=[C:6]([Cl:8])[N:5]=[C:4]([NH:9][C:10]2[CH:17]=[CH:16][C:13]([C:14]#[N:15])=[CH:12][CH:11]=2)[N:3]=1.[Br:18]N1C(=O)CCC1=O. Product: [Br:18][C:7]1[C:6]([Cl:8])=[N:5][C:4]([NH:9][C:10]2[CH:17]=[CH:16][C:13]([C:14]#[N:15])=[CH:12][CH:11]=2)=[N:3][C:2]=1[Cl:1]. The catalyst class is: 1. (8) Reactant: [Cl:1][C:2]1[CH:3]=[C:4](B(O)O)[CH:5]=[CH:6][C:7]=1[O:8][CH:9]([CH3:11])[CH3:10].Cl[C:16]1[N:21]=[CH:20][C:19]([C:22]2[CH:27]=[CH:26][CH:25]=[C:24](/[CH:28]=[CH:29]/[O:30][CH3:31])[C:23]=2[CH2:32][CH3:33])=[CH:18][N:17]=1.C(=O)([O-])[O-].[Cs+].[Cs+]. Product: [Cl:1][C:2]1[CH:3]=[C:4]([C:16]2[N:17]=[CH:18][C:19]([C:22]3[CH:27]=[CH:26][CH:25]=[C:24](/[CH:28]=[CH:29]/[O:30][CH3:31])[C:23]=3[CH2:32][CH3:33])=[CH:20][N:21]=2)[CH:5]=[CH:6][C:7]=1[O:8][CH:9]([CH3:11])[CH3:10]. The catalyst class is: 108.